Dataset: Forward reaction prediction with 1.9M reactions from USPTO patents (1976-2016). Task: Predict the product of the given reaction. (1) Given the reactants [NH2:1][C:2]1[CH:3]=[CH:4][C:5]([F:21])=[C:6]([C@:8]2([CH2:19][F:20])[CH2:13][C@@H:12]([C:14]([F:17])([F:16])[F:15])[O:11][C:10]([NH2:18])=[N:9]2)[CH:7]=1.[C:22]([C:24]1[CH:25]=[C:26]([CH3:33])[C:27]([C:30](O)=[O:31])=[N:28][CH:29]=1)#[N:23], predict the reaction product. The product is: [NH2:18][C:10]1[O:11][C@H:12]([C:14]([F:17])([F:15])[F:16])[CH2:13][C@:8]([C:6]2[CH:7]=[C:2]([NH:1][C:30](=[O:31])[C:27]3[C:26]([CH3:33])=[CH:25][C:24]([C:22]#[N:23])=[CH:29][N:28]=3)[CH:3]=[CH:4][C:5]=2[F:21])([CH2:19][F:20])[N:9]=1. (2) Given the reactants C([O:3][C:4](=[O:21])[C:5]1[CH:17]=[C:16]([C:18](=[O:20])[CH3:19])[CH:15]=[C:7]([C:8]([N:10]([CH3:14])[CH2:11][CH2:12][CH3:13])=[O:9])[CH:6]=1)C.[OH-].[Na+].Cl, predict the reaction product. The product is: [C:18]([C:16]1[CH:15]=[C:7]([C:8]([N:10]([CH3:14])[CH2:11][CH2:12][CH3:13])=[O:9])[CH:6]=[C:5]([CH:17]=1)[C:4]([OH:21])=[O:3])(=[O:20])[CH3:19]. (3) Given the reactants C[NH:2][C:3]([CH3:9])=[CH:4][C:5]([O:7][CH3:8])=[O:6].N1C=CC=CC=1.[Cl:16][CH2:17][C:18]1[CH:26]=[CH:25][C:21]([C:22](Cl)=[O:23])=[CH:20][CH:19]=1, predict the reaction product. The product is: [Cl:16][CH2:17][C:18]1[CH:26]=[CH:25][C:21]([C:22]2[O:23][N:2]=[C:3]([CH3:9])[C:4]=2[C:5]([O:7][CH3:8])=[O:6])=[CH:20][CH:19]=1. (4) Given the reactants [C:1]([C:3]1[CH:8]=[CH:7][C:6]([CH3:9])=[CH:5][CH:4]=1)#[CH:2].[NH3:10], predict the reaction product. The product is: [C:6]1([CH3:9])[CH:7]=[CH:8][C:3]([C:1](=[NH:10])[CH3:2])=[CH:4][CH:5]=1. (5) Given the reactants [F:1][C:2]1[CH:7]=[CH:6][C:5]([C:8]2[C:17]3[C:12](=[CH:13][CH:14]=[CH:15][CH:16]=3)[C:11]([NH:18][C:19]3[CH:24]=[CH:23][C:22]([S:25][C:26]4[C:35]5[C:30](=[CH:31][C:32]([O:36][CH3:37])=[CH:33][N:34]=5)[N:29]=[CH:28][CH:27]=4)=[CH:21][CH:20]=3)=[N:10][N:9]=2)=[CH:4][CH:3]=1.C1C=C(Cl)C=C(C(OO)=[O:46])C=1, predict the reaction product. The product is: [NH4+:9].[OH-:36].[F:1][C:2]1[CH:3]=[CH:4][C:5]([C:8]2[C:17]3[C:12](=[CH:13][CH:14]=[CH:15][CH:16]=3)[C:11]([NH:18][C:19]3[CH:20]=[CH:21][C:22]([S:25]([C:26]4[C:35]5[C:30](=[CH:31][C:32]([O:36][CH3:37])=[CH:33][N:34]=5)[N:29]=[CH:28][CH:27]=4)=[O:46])=[CH:23][CH:24]=3)=[N:10][N:9]=2)=[CH:6][CH:7]=1. (6) The product is: [NH2:1][C:2]1[N:7]=[CH:6][N:5]=[C:4]2[N:8]([CH2:12][CH2:13][NH:14][C:15](=[O:24])[C:16]3[CH:21]=[CH:20][C:19]([F:22])=[CH:18][C:17]=3[Cl:23])[N:9]=[C:10]([C:28]3[CH:29]=[C:30]([O:32][CH3:33])[CH:31]=[C:26]([F:25])[CH:27]=3)[C:3]=12. Given the reactants [NH2:1][C:2]1[N:7]=[CH:6][N:5]=[C:4]2[N:8]([CH2:12][CH2:13][NH:14][C:15](=[O:24])[C:16]3[CH:21]=[CH:20][C:19]([F:22])=[CH:18][C:17]=3[Cl:23])[N:9]=[C:10](I)[C:3]=12.[F:25][C:26]1[CH:27]=[C:28](B(O)O)[CH:29]=[C:30]([O:32][CH3:33])[CH:31]=1.C(=O)([O-])[O-].[Na+].[Na+], predict the reaction product. (7) Given the reactants [CH2:1]([N:4]1[C:8]2=[N:9][C:10]([Cl:13])=[CH:11][CH:12]=[C:7]2[N:6]=[C:5]1[NH:14][C:15](=[O:21])[CH2:16][C:17]([CH3:20])([CH3:19])[CH3:18])[CH:2]=[CH2:3].[N+](C1C=CC=CC=1S(Cl)(=O)=O)([O-])=O.O.NN.O, predict the reaction product. The product is: [Cl:13][C:10]1[N:9]=[C:8]2[N:4]([CH2:1][CH2:2][CH3:3])[C:5]([NH:14][C:15](=[O:21])[CH2:16][C:17]([CH3:18])([CH3:19])[CH3:20])=[N:6][C:7]2=[CH:12][CH:11]=1. (8) Given the reactants C([NH:5][S:6]([C:9]1[CH:10]=[N:11][CH:12]=[C:13]([C:15]2[N:20]=[C:19]([NH:21][CH2:22][C:23]3[CH:28]=[CH:27][CH:26]=[CH:25][N:24]=3)[C:18]3=[C:29]([C:32]4[CH:37]=[CH:36][C:35]([F:38])=[CH:34][CH:33]=4)[CH:30]=[CH:31][N:17]3[N:16]=2)[CH:14]=1)(=[O:8])=[O:7])(C)(C)C.Cl, predict the reaction product. The product is: [F:38][C:35]1[CH:34]=[CH:33][C:32]([C:29]2[CH:30]=[CH:31][N:17]3[C:18]=2[C:19]([NH:21][CH2:22][C:23]2[CH:28]=[CH:27][CH:26]=[CH:25][N:24]=2)=[N:20][C:15]([C:13]2[CH:14]=[C:9]([S:6]([NH2:5])(=[O:8])=[O:7])[CH:10]=[N:11][CH:12]=2)=[N:16]3)=[CH:37][CH:36]=1. (9) Given the reactants [C:1]([O:9][C@@H:10]1[C@@H:17]([O:18][C:19](=[O:26])[C:20]2[CH:25]=[CH:24][CH:23]=[CH:22][CH:21]=2)[C@@H:16](O)[C@@H:15]([CH2:28][O:29][C:30](=[O:37])[C:31]2[CH:36]=[CH:35][CH:34]=[CH:33][CH:32]=2)[O:14][C@@H:11]1[O:12][CH3:13])(=[O:8])[C:2]1[CH:7]=[CH:6][CH:5]=[CH:4][CH:3]=1.COCCN(S(F)(F)[F:48])CCOC, predict the reaction product. The product is: [C:1]([O:9][C@@H:10]1[C@@H:17]([O:18][C:19](=[O:26])[C:20]2[CH:25]=[CH:24][CH:23]=[CH:22][CH:21]=2)[C@H:16]([F:48])[C@@H:15]([CH2:28][O:29][C:30](=[O:37])[C:31]2[CH:36]=[CH:35][CH:34]=[CH:33][CH:32]=2)[O:14][C@@H:11]1[O:12][CH3:13])(=[O:8])[C:2]1[CH:7]=[CH:6][CH:5]=[CH:4][CH:3]=1. (10) Given the reactants [O:1]=[C:2]1[CH2:7][CH2:6][NH:5][CH:4]([C:8]([O:10][CH3:11])=[O:9])[CH2:3]1.[CH2:12]1[CH2:15][C:14](=O)[CH2:13]1.[CH3:17][C:18](O)=O.C([BH3-])#N.[CH2:24]1[CH2:28]O[CH2:26][CH2:25]1, predict the reaction product. The product is: [O:1]=[C:2]1[CH2:7][CH2:6][N:5]([C@H:12]2[CH2:15][C@H:14]([C:18]3[CH:17]=[CH:26][CH:25]=[CH:24][CH:28]=3)[CH2:13]2)[CH:4]([C:8]([O:10][CH3:11])=[O:9])[CH2:3]1.